This data is from Full USPTO retrosynthesis dataset with 1.9M reactions from patents (1976-2016). The task is: Predict the reactants needed to synthesize the given product. (1) Given the product [CH3:1][NH:2][C:3]1[C:8]([C:9]2[N:13]=[C:12]([C:14]3[CH:19]=[CH:18][C:17]([C:23]4[CH:24]=[CH:25][S:21][CH:22]=4)=[CH:16][CH:15]=3)[O:11][N:10]=2)=[CH:7][CH:6]=[CH:5][N:4]=1, predict the reactants needed to synthesize it. The reactants are: [CH3:1][NH:2][C:3]1[C:8]([C:9]2[N:13]=[C:12]([C:14]3[CH:19]=[CH:18][C:17](Br)=[CH:16][CH:15]=3)[O:11][N:10]=2)=[CH:7][CH:6]=[CH:5][N:4]=1.[S:21]1[CH:25]=[CH:24][C:23](B(O)O)=[CH:22]1.[F-].[K+]. (2) Given the product [CH2:1]([O:3][C:4]1[C:5]([F:10])=[C:6]([CH:7]=[CH:8][CH:9]=1)[C:16]([OH:18])=[O:17])[CH3:2], predict the reactants needed to synthesize it. The reactants are: [CH2:1]([O:3][C:4]1[CH:9]=[CH:8][CH:7]=[CH:6][C:5]=1[F:10])[CH3:2].C([Li])CCC.[C:16](=[O:18])=[O:17]. (3) Given the product [CH3:18][N:17]([CH2:2][C:3]([C:5]1[CH:10]=[CH:9][C:8]([Cl:11])=[CH:7][CH:6]=1)=[O:4])[C:16]1[CH:19]=[CH:20][C:13]([Cl:12])=[CH:14][CH:15]=1, predict the reactants needed to synthesize it. The reactants are: Br[CH2:2][C:3]([C:5]1[CH:10]=[CH:9][C:8]([Cl:11])=[CH:7][CH:6]=1)=[O:4].[Cl:12][C:13]1[CH:20]=[CH:19][C:16]([NH:17][CH3:18])=[CH:15][CH:14]=1. (4) The reactants are: [CH3:1][O:2][CH2:3][C:4]1([OH:16])[CH2:10][C@H:9]2[C:11]3([O:15][CH2:14][CH2:13][O:12]3)[C@H:6]([CH2:7][CH2:8]2)[CH2:5]1.Cl[CH2:18][C:19]1[C:20]([C:27]2[C:32]([Cl:33])=[CH:31][CH:30]=[CH:29][C:28]=2[Cl:34])=[N:21][O:22][C:23]=1[CH:24]1[CH2:26][CH2:25]1. Given the product [CH:24]1([C:23]2[O:22][N:21]=[C:20]([C:27]3[C:32]([Cl:33])=[CH:31][CH:30]=[CH:29][C:28]=3[Cl:34])[C:19]=2[CH2:18][O:16][C:4]2([CH2:3][O:2][CH3:1])[CH2:5][C@H:6]3[C:11]4([O:12][CH2:13][CH2:14][O:15]4)[C@H:9]([CH2:8][CH2:7]3)[CH2:10]2)[CH2:26][CH2:25]1, predict the reactants needed to synthesize it.